Dataset: Forward reaction prediction with 1.9M reactions from USPTO patents (1976-2016). Task: Predict the product of the given reaction. Given the reactants Br[C:2]1[CH:3]=[N:4][C:5]2[N:6]([CH:8]=[C:9]([CH2:11][O:12][C:13]3[CH:18]=[CH:17][CH:16]=[C:15]([F:19])[CH:14]=3)[N:10]=2)[CH:7]=1.[F:20][C:21]1[CH:26]=[CH:25][C:24](B(O)O)=[CH:23][C:22]=1[OH:30], predict the reaction product. The product is: [F:20][C:21]1[CH:26]=[CH:25][C:24]([C:2]2[CH:3]=[N:4][C:5]3[N:6]([CH:8]=[C:9]([CH2:11][O:12][C:13]4[CH:18]=[CH:17][CH:16]=[C:15]([F:19])[CH:14]=4)[N:10]=3)[CH:7]=2)=[CH:23][C:22]=1[OH:30].